Dataset: Retrosynthesis with 50K atom-mapped reactions and 10 reaction types from USPTO. Task: Predict the reactants needed to synthesize the given product. (1) The reactants are: CCCCCCCCCCCC(=O)N(C)CCO.O=C(Cl)c1ccco1. Given the product CCCCCCCCCCCC(=O)N(C)CCOC(=O)c1ccco1, predict the reactants needed to synthesize it. (2) Given the product COC(=O)/C=C/C(=O)OCC(=O)N1CCC[C@H]1C(=O)OC(C)(C)C, predict the reactants needed to synthesize it. The reactants are: CC(C)(C)OC(=O)[C@@H]1CCCN1C(=O)CCl.COC(=O)/C=C/C(=O)O. (3) Given the product C[C@]1(O)C[C@@H](c2ccc(F)cc2)N2C(=O)CCC[C@@H]2C1, predict the reactants needed to synthesize it. The reactants are: C[Mg+].O=C1C[C@@H](c2ccc(F)cc2)N2C(=O)CCC[C@@H]2C1. (4) Given the product O=C(NCCO)c1ccc(C[C@@]2(C3=Cc4ccccc4C3)Cc3ccccc3[C@H]2O)cc1, predict the reactants needed to synthesize it. The reactants are: NCCO.O=C(O)c1ccc(C[C@@]2(C3=Cc4ccccc4C3)Cc3ccccc3[C@H]2O)cc1. (5) Given the product CN(C)CCC1(C)Oc2ccccc2-n2cccc21, predict the reactants needed to synthesize it. The reactants are: CN(C)C(=O)CC1(C)Oc2ccccc2-n2cccc21. (6) Given the product CCN(CC)C/C=C\c1cc(F)ccc1S(=O)(=O)Nc1ccc2c(c1C(=O)OC)OCc1occ(F)c1-2, predict the reactants needed to synthesize it. The reactants are: CCCC[Sn](/C=C\CN(CC)CC)(CCCC)CCCC.COC(=O)c1c(NS(=O)(=O)c2ccc(F)cc2Br)ccc2c1OCc1occ(F)c1-2. (7) Given the product Cn1c2ccc(Cl)cc2c2cc(C(=O)O)sc21, predict the reactants needed to synthesize it. The reactants are: COC(=O)c1cc2c3cc(Cl)ccc3n(C)c2s1. (8) Given the product CC(=O)Oc1cc[nH]c(=O)c1, predict the reactants needed to synthesize it. The reactants are: CC(=O)Cl.O=c1cc(O)cc[nH]1.